This data is from Reaction yield outcomes from USPTO patents with 853,638 reactions. The task is: Predict the reaction yield, written as a fraction of the theoretical maximum amount of product (1.0 means a 100% yield; for example, 0.34 means a 34% yield). (1) The reactants are [Cl:1][CH2:2][C:3](Cl)=[O:4].[CH3:6][C:7]1[CH:13]=[C:12]([CH3:14])[CH:11]=[CH:10][C:8]=1[NH2:9].O. The catalyst is O1CCOCC1. The product is [Cl:1][CH2:2][C:3]([NH:9][C:8]1[CH:10]=[CH:11][C:12]([CH3:14])=[CH:13][C:7]=1[CH3:6])=[O:4]. The yield is 0.810. (2) The reactants are [CH:1]1([CH2:4][CH:5]([C:10]2[CH:15]=[CH:14][C:13]([N+:16]([O-])=O)=[CH:12][N:11]=2)[C:6]([O:8][CH3:9])=[O:7])[CH2:3][CH2:2]1. The catalyst is CO.[Pd]. The product is [NH2:16][C:13]1[CH:14]=[CH:15][C:10]([CH:5]([CH2:4][CH:1]2[CH2:2][CH2:3]2)[C:6]([O:8][CH3:9])=[O:7])=[N:11][CH:12]=1. The yield is 0.910. (3) The product is [F:38][C:35]([F:36])([F:37])[C:27]1[CH:26]=[C:25]([C:22]([CH3:23])([CH3:24])[C:21]([N:20]([C:17]2[CH:18]=[N:19][C:14]([N:11]3[CH2:12][CH2:13][NH:8][CH2:9][C@H:10]3[CH3:49])=[CH:15][C:16]=2[C:41]2[CH:46]=[CH:45][C:44]([F:47])=[CH:43][C:42]=2[CH3:48])[CH3:40])=[O:39])[CH:30]=[C:29]([C:31]([F:32])([F:33])[F:34])[CH:28]=1. The reactants are C([N:8]1[CH2:13][CH2:12][N:11]([C:14]2[N:19]=[CH:18][C:17]([N:20]([CH3:40])[C:21](=[O:39])[C:22]([C:25]3[CH:30]=[C:29]([C:31]([F:34])([F:33])[F:32])[CH:28]=[C:27]([C:35]([F:38])([F:37])[F:36])[CH:26]=3)([CH3:24])[CH3:23])=[C:16]([C:41]3[CH:46]=[CH:45][C:44]([F:47])=[CH:43][C:42]=3[CH3:48])[CH:15]=2)[C@H:10]([CH3:49])[CH2:9]1)C1C=CC=CC=1. The yield is 0.980. The catalyst is C(O)(=O)C. (4) The reactants are [CH3:1][N:2]([CH3:14])[C:3](=O)[CH2:4][C:5]1[C:6]2[CH:12]=[CH:11][S:10][C:7]=2[NH:8][CH:9]=1. The catalyst is C1COCC1. The product is [CH3:1][N:2]([CH2:3][CH2:4][C:5]1[C:6]2[CH:12]=[CH:11][S:10][C:7]=2[NH:8][CH:9]=1)[CH3:14]. The yield is 0.890. (5) The reactants are [CH3:1][N:2]([CH3:36])[C:3]([CH:5]([NH:25][S:26]([C:29]1[CH:34]=[CH:33][C:32]([CH3:35])=[CH:31][CH:30]=1)(=[O:28])=[O:27])[CH2:6][C:7]1[CH:24]=[CH:23][C:10]([O:11][C:12]2[CH:17]=[CH:16][C:15]([CH2:18][CH2:19][C:20](O)=[O:21])=[CH:14][CH:13]=2)=[CH:9][CH:8]=1)=[O:4].ON1C2C=CC=CC=2N=N1.CCN=C=NCCCN(C)C.C(N(CC)CC)C.Cl.[CH2:66]([O:73][NH2:74])[C:67]1[CH:72]=[CH:71][CH:70]=[CH:69][CH:68]=1. The catalyst is CN(C=O)C. The product is [CH2:66]([O:73][NH:74][C:20]([CH2:19][CH2:18][C:15]1[CH:16]=[CH:17][C:12]([O:11][C:10]2[CH:9]=[CH:8][C:7]([CH2:6][CH:5]([NH:25][S:26]([C:29]3[CH:34]=[CH:33][C:32]([CH3:35])=[CH:31][CH:30]=3)(=[O:27])=[O:28])[C:3]([N:2]([CH3:36])[CH3:1])=[O:4])=[CH:24][CH:23]=2)=[CH:13][CH:14]=1)=[O:21])[C:67]1[CH:72]=[CH:71][CH:70]=[CH:69][CH:68]=1. The yield is 0.780. (6) The reactants are CN(C=O)C.Br[C:7]1[C:27]([O:28][CH3:29])=[CH:26][C:10]2[N:11]([CH3:25])[C:12](=[O:24])[CH2:13][N:14]=[C:15]([C:16]3[CH:17]=[C:18]([CH:21]=[CH:22][CH:23]=3)[C:19]#[N:20])[C:9]=2[CH:8]=1.[C:30]1(B(O)O)[CH:35]=[CH:34][CH:33]=[CH:32][CH:31]=1.P([O-])([O-])([O-])=O.[K+].[K+].[K+]. The catalyst is O.C1C=CC([P]([Pd]([P](C2C=CC=CC=2)(C2C=CC=CC=2)C2C=CC=CC=2)([P](C2C=CC=CC=2)(C2C=CC=CC=2)C2C=CC=CC=2)[P](C2C=CC=CC=2)(C2C=CC=CC=2)C2C=CC=CC=2)(C2C=CC=CC=2)C2C=CC=CC=2)=CC=1. The yield is 0.600. The product is [CH3:29][O:28][C:27]1[C:7]([C:30]2[CH:35]=[CH:34][CH:33]=[CH:32][CH:31]=2)=[CH:8][C:9]2[C:15]([C:16]3[CH:17]=[C:18]([CH:21]=[CH:22][CH:23]=3)[C:19]#[N:20])=[N:14][CH2:13][C:12](=[O:24])[N:11]([CH3:25])[C:10]=2[CH:26]=1. (7) The reactants are [SH:1][C:2]1[N:6]([CH3:7])[CH:5]=[N:4][N:3]=1.CC(C)([O-])C.[K+].Cl[C:15]1[N:20]=[C:19]([C:21]([O:23][C:24]([CH3:27])([CH3:26])[CH3:25])=[O:22])[C:18]([S:28][C:29]2[CH:34]=[CH:33][C:32]([F:35])=[CH:31][CH:30]=2)=[CH:17][CH:16]=1. The catalyst is CN1C(=O)N(C)CC1.O. The product is [F:35][C:32]1[CH:31]=[CH:30][C:29]([S:28][C:18]2[C:19]([C:21]([O:23][C:24]([CH3:27])([CH3:26])[CH3:25])=[O:22])=[N:20][C:15]([S:1][C:2]3[N:6]([CH3:7])[CH:5]=[N:4][N:3]=3)=[CH:16][CH:17]=2)=[CH:34][CH:33]=1. The yield is 0.910.